Dataset: Forward reaction prediction with 1.9M reactions from USPTO patents (1976-2016). Task: Predict the product of the given reaction. (1) Given the reactants [C:1]([O:5][C:6]([CH:8]1[CH:14]([NH2:15])[CH2:13][CH:12]=[CH:11][CH2:10][N:9]1[S:16]([C:19]1[CH:24]=[CH:23][C:22]([O:25][CH3:26])=[CH:21][CH:20]=1)(=[O:18])=[O:17])=[O:7])([CH3:4])([CH3:3])[CH3:2].[CH2:27]([N:34]=[C:35]=[O:36])[C:28]1[CH:33]=[CH:32][CH:31]=[CH:30][CH:29]=1, predict the reaction product. The product is: [C:1]([O:5][C:6]([CH:8]1[CH:14]([NH:15][C:35]([NH:34][CH2:27][C:28]2[CH:33]=[CH:32][CH:31]=[CH:30][CH:29]=2)=[O:36])[CH2:13][CH:12]=[CH:11][CH2:10][N:9]1[S:16]([C:19]1[CH:24]=[CH:23][C:22]([O:25][CH3:26])=[CH:21][CH:20]=1)(=[O:18])=[O:17])=[O:7])([CH3:4])([CH3:3])[CH3:2]. (2) Given the reactants [Si]([O:8][C:9]1[CH:22]=[CH:21][C:12]([CH2:13][N:14]2[CH2:18][C@@H:17]([CH3:19])[O:16][C:15]2=[O:20])=[CH:11][C:10]=1[CH3:23])(C(C)(C)C)(C)C.[F:24][C:25]1[CH:32]=[CH:31][C:28]([CH2:29]Br)=[C:27]([C:33]([F:36])([F:35])[F:34])[CH:26]=1, predict the reaction product. The product is: [F:24][C:25]1[CH:32]=[CH:31][C:28]([CH2:29][O:8][C:9]2[CH:22]=[CH:21][C:12]([CH2:13][N:14]3[CH2:18][C@@H:17]([CH3:19])[O:16][C:15]3=[O:20])=[CH:11][C:10]=2[CH3:23])=[C:27]([C:33]([F:34])([F:35])[F:36])[CH:26]=1. (3) Given the reactants N1C2[C:6](=[CH:7][CH:8]=CC=2)[C:4](=O)[C:2]1=O.[Cl:12][C:13]1[CH:21]=[CH:20][CH:19]=[C:18]2[C:14]=1[C:15](=[O:23])[C:16](=[O:22])[NH:17]2, predict the reaction product. The product is: [Cl:12][C:13]1[CH:21]=[CH:20][CH:19]=[C:18]2[C:14]=1[C:15](=[O:23])[C:16](=[O:22])[N:17]2[CH2:2][CH2:4][CH2:6][CH2:7][CH3:8]. (4) Given the reactants [Cl:1][C:2]1[C:7]([F:8])=[CH:6][CH:5]=[CH:4][C:3]=1[N:9]1[C:13]([S:14][C:15]2[CH:16]=[N:17][C:18]([Cl:21])=[CH:19][CH:20]=2)=[CH:12][C:11]([C:22]([O:24]CC)=O)=[N:10]1.[CH3:27][NH2:28].CO, predict the reaction product. The product is: [Cl:1][C:2]1[C:7]([F:8])=[CH:6][CH:5]=[CH:4][C:3]=1[N:9]1[C:13]([S:14][C:15]2[CH:16]=[N:17][C:18]([Cl:21])=[CH:19][CH:20]=2)=[CH:12][C:11]([C:22]([NH:28][CH3:27])=[O:24])=[N:10]1. (5) The product is: [Br:1][C:2]1[CH:3]=[C:4]2[C:8](=[CH:9][CH:10]=1)[N:7]([C:12]1[CH:19]=[CH:18][CH:17]=[C:14]([C:15]#[N:16])[CH:13]=1)[CH:6]=[CH:5]2. Given the reactants [Br:1][C:2]1[CH:3]=[C:4]2[C:8](=[CH:9][CH:10]=1)[NH:7][CH:6]=[CH:5]2.F[C:12]1[CH:13]=[C:14]([CH:17]=[CH:18][CH:19]=1)[C:15]#[N:16], predict the reaction product. (6) Given the reactants Br[C:2]1[CH:7]=[CH:6][CH:5]=[C:4]([Br:8])[CH:3]=1.C([Li])CCC.[O:14]=[C:15]1[CH2:20][CH2:19][C:18]([C:23]2[CH:28]=[CH:27][CH:26]=[CH:25][CH:24]=2)([C:21]#[N:22])[CH2:17][CH2:16]1.S([O-])(O)(=O)=O.[Na+], predict the reaction product. The product is: [Br:8][C:4]1[CH:3]=[C:2]([C:15]2([OH:14])[CH2:20][CH2:19][C:18]([C:23]3[CH:24]=[CH:25][CH:26]=[CH:27][CH:28]=3)([C:21]#[N:22])[CH2:17][CH2:16]2)[CH:7]=[CH:6][CH:5]=1. (7) Given the reactants [F:1][C:2]1[CH:16]=[CH:15][C:5]([CH2:6][NH:7]C(=O)OC(C)(C)C)=[C:4]([C:17](=[O:20])[NH:18][CH3:19])[CH:3]=1.BrC1C=CC(F)=CC=1C(O)=O.[C:32]([C:36]([OH:38])=[O:37])([F:35])([F:34])[F:33], predict the reaction product. The product is: [F:33][C:32]([F:35])([F:34])[C:36]([OH:38])=[O:37].[NH2:7][CH2:6][C:5]1[CH:15]=[CH:16][C:2]([F:1])=[CH:3][C:4]=1[C:17]([NH:18][CH3:19])=[O:20].